Predict the reaction yield, written as a fraction of the theoretical maximum amount of product (1.0 means a 100% yield; for example, 0.34 means a 34% yield). From a dataset of Reaction yield outcomes from USPTO patents with 853,638 reactions. The reactants are [C:1]12([CH2:11][CH2:12][N:13]([CH2:18][CH2:19][CH2:20][CH2:21][CH3:22])[C:14](=[O:17])[CH2:15]Br)[CH2:10][CH:5]3[CH2:6][CH:7]([CH2:9][CH:3]([CH2:4]3)[CH2:2]1)[CH2:8]2.C(=O)([O-])[O-].[K+].[K+].CI.[NH2:31][CH2:32][CH2:33][C:34]1[CH:39]=[CH:38][N:37]=[CH:36][CH:35]=1. The catalyst is CN(C)C=O.C(OCC)C.O. The product is [C:1]12([CH2:11][CH2:12][N:13]([CH2:18][CH2:19][CH2:20][CH2:21][CH3:22])[C:14](=[O:17])[CH2:15][NH:31][CH2:32][CH2:33][C:34]3[CH:39]=[CH:38][N:37]=[CH:36][CH:35]=3)[CH2:10][CH:5]3[CH2:6][CH:7]([CH2:9][CH:3]([CH2:4]3)[CH2:2]1)[CH2:8]2. The yield is 0.400.